This data is from Experimentally validated miRNA-target interactions with 360,000+ pairs, plus equal number of negative samples. The task is: Binary Classification. Given a miRNA mature sequence and a target amino acid sequence, predict their likelihood of interaction. (1) The miRNA is rno-miR-500-3p with sequence AAUGCACCUGGGCAAGGGUUCA. The protein sequence of the target gene is MRFREQFLGGSAAMPGATLQRACRLLVAVCALHLGVTLVYYLSGRDLSRLPQLVGVSSTLQGGTNGAAASKQPPGEQRPRGARPPPPLGVSPKPRPGLDSSPGAASGPGLKSNLSSLPVPTTTGLLSLPACPEESPLLVGPMLIDFNIAVDLELLAKKNPEIKTGGRYSPKDCVSPHKVAIIIPFRNRQEHLKYWLYYLHPILQRQQLDYGIYVINQAGDTMFNRAKLLNIGFQEALKDYDYNCFVFSDVDLIPMDDRNAYRCFSQPRHISVAMDKFGFSLPYVQYFGGVSALSKQQFLA.... Result: 0 (no interaction). (2) The miRNA is hsa-miR-1307-3p with sequence ACUCGGCGUGGCGUCGGUCGUG. The protein sequence of the target gene is MFLTAVNPQPLSTPSWQIETKYSTKVLTGNWMEERRKFTRDTDKTPQSIYRKEYIPFPDHRPDQISRWYGKRKVEGLPYKHLITHHQEPPHRYLISTYDDHYNRHGYNPGLPPLRTWNGQKLLWLPEKSDFPLLAPPTNYGLYEQLKQRQLTPKAGLKQSTYTSSYPRPPLCAMSWREHAVPVPPHRLHPFPHF. Result: 0 (no interaction). (3) The miRNA is hsa-miR-4476 with sequence CAGGAAGGAUUUAGGGACAGGC. The protein sequence of the target gene is MAANSSVVSVAAAATAVPGVSTVADFSDLQEIKKQLLLIAGLTRERGLLHSSKWSAELAFSLPALPLSELQPPPPLTEEDAQDVDAYTLAKAYFDVKEYDRAAHFLHGCNSKKAYFLYMYSRYLSGEKKKDDETVDSLGPLEKGQVKNEALRELRVELSRKHQARGLDGFGLYLYGVVLRKLDLVKEAIDVFVEATHVLPLHWGAWLELCNLITDKEMLKFLSLPDTWMKEFFLAHIYTELQLIEEALQKYQHLIDVGFSKSSYIVSQIAVAYHNIRDIDKALSIFNELRKQDPYRIENM.... Result: 0 (no interaction). (4) Result: 1 (interaction). The protein sequence of the target gene is MALPFQKGLEKYKNIDEDELLGKLSEEELKQLENVLDDLDPESATLPAGFRQKDQTQKAATGPFDREHLLMYLEKEALEQKDREDFVPFTGEKKGRVFIPKEKPVETRKEEKVTLDPELEEALASASDTELYDLAAVLGVHNLLNNPKFDEETTNGEGRKGPVRNVVKGEKAKPVFEEPPNPTNVEASLQQMKANDPSLQEVNLNNIKNIPIPTLKEFAKSLETNTHVKKFSLAATRSNDPVALAFAEMLKVNKTLKSLNVESNFITGTGILALVEALRENDTLTEIKIDNQRQQLGTAV.... The miRNA is mmu-miR-34b-5p with sequence AGGCAGUGUAAUUAGCUGAUUGU. (5) Result: 1 (interaction). The protein sequence of the target gene is MAASEDGSSCLVSRGRSQSDPSFLSDSSATSTDAGENPDEMDQTPPARSEPLVSGIRTPPVRRNSKLATLGRIFKPWKWRKKKNEKLKQTTSALEKKMAGRQGREELIKQGLLEMMEQDSENKACSPKEGSQPVQSEPPAGEQETLTSEGAQPGSPSASGTDQVSQDELLSSDAHLDDTANIPSASTAEEADAGSLLPTTDEPSQALAGSDSLDSPPRSLERSVSQLPSPPLLPTPPPKASSKATKNVTGQAALFQGPSMKNNEPALRGQLATPTGSPHVTTVHRPLPPSRVMEELHRAL.... The miRNA is mmu-miR-466d-5p with sequence UGUGUGUGCGUACAUGUACAUG.